Dataset: Catalyst prediction with 721,799 reactions and 888 catalyst types from USPTO. Task: Predict which catalyst facilitates the given reaction. (1) Product: [CH3:1][O:2][CH2:3][CH2:4][O:5][C:6]1[CH:7]=[CH:8][C:9]2[C:10]3[N:18]=[C:17]([C:19]4[CH:20]=[CH:21][C:22]([O:25][CH3:26])=[CH:23][CH:24]=4)[CH:16]=[C:15]([C:27]([NH2:31])=[O:29])[C:11]=3[NH:12][C:13]=2[CH:14]=1. Reactant: [CH3:1][O:2][CH2:3][CH2:4][O:5][C:6]1[CH:7]=[CH:8][C:9]2[C:10]3[N:18]=[C:17]([C:19]4[CH:24]=[CH:23][C:22]([O:25][CH3:26])=[CH:21][CH:20]=4)[CH:16]=[C:15]([C:27]([O:29]C)=O)[C:11]=3[NH:12][C:13]=2[CH:14]=1.[NH3:31]. The catalyst class is: 5. (2) Reactant: [CH2:1]([O:8][C:9](=[O:43])[C@H:10]([N:14]([CH2:26][C:27]1[CH:28]=[C:29]2[C:33](=[CH:34][CH:35]=1)[N:32](C(OC(C)(C)C)=O)[CH:31]=[CH:30]2)[S:15]([C:18]1[CH:23]=[CH:22][C:21]([O:24][CH3:25])=[CH:20][CH:19]=1)(=[O:17])=[O:16])[CH:11]([CH3:13])[CH3:12])[C:2]1[CH:7]=[CH:6][CH:5]=[CH:4][CH:3]=1.FC(F)(F)C(O)=O. Product: [CH2:1]([O:8][C:9](=[O:43])[C@H:10]([N:14]([CH2:26][C:27]1[CH:28]=[C:29]2[C:33](=[CH:34][CH:35]=1)[NH:32][CH:31]=[CH:30]2)[S:15]([C:18]1[CH:23]=[CH:22][C:21]([O:24][CH3:25])=[CH:20][CH:19]=1)(=[O:17])=[O:16])[CH:11]([CH3:13])[CH3:12])[C:2]1[CH:7]=[CH:6][CH:5]=[CH:4][CH:3]=1. The catalyst class is: 2. (3) Reactant: [CH3:1][C:2]1[N:3]([CH:14]2[CH2:19][CH2:18][O:17][CH2:16][CH2:15]2)[C:4]([C:7]2[CH:12]=[CH:11][N:10]=[C:9]([NH2:13])[N:8]=2)=[CH:5][N:6]=1.Br[C:21]1[CH:26]=[CH:25][C:24]([S:27]([N:30]2[CH2:35][CH2:34][N:33]([CH3:36])[CH2:32][CH2:31]2)(=[O:29])=[O:28])=[C:23]([CH3:37])[CH:22]=1.C([O-])([O-])=O.[Cs+].[Cs+].CC(C1C=C(C(C)C)C(C2C=CC=CC=2P(C2CCCCC2)C2CCCCC2)=C(C(C)C)C=1)C. Product: [CH3:37][C:23]1[CH:22]=[C:21]([NH:13][C:9]2[N:8]=[C:7]([C:4]3[N:3]([CH:14]4[CH2:19][CH2:18][O:17][CH2:16][CH2:15]4)[C:2]([CH3:1])=[N:6][CH:5]=3)[CH:12]=[CH:11][N:10]=2)[CH:26]=[CH:25][C:24]=1[S:27]([N:30]1[CH2:31][CH2:32][N:33]([CH3:36])[CH2:34][CH2:35]1)(=[O:29])=[O:28]. The catalyst class is: 110. (4) Reactant: [Cl:1][C:2]1[CH:3]=[C:4]2[C:9](=[CH:10][C:11]=1[OH:12])[NH:8][C:7](=[O:13])[C:6]([CH2:14][NH:15][C:16]1[CH:23]=[CH:22][C:19]([C:20]#[N:21])=[C:18]([O:24][CH3:25])[CH:17]=1)=[CH:5]2.C1(P(C2C=CC=CC=2)C2C=CC=CC=2)C=CC=CC=1.CCOC(/N=N/C(OCC)=O)=O.[CH2:57]1[O:59][CH:58]1[CH2:60]O.[NH:62]1[CH2:67][CH2:66][O:65][CH2:64][CH2:63]1. Product: [NH3:8].[Cl:1][C:2]1[CH:3]=[C:4]2[C:9](=[CH:10][C:11]=1[O:12][CH2:57][CH:58]([OH:59])[CH2:60][N:62]1[CH2:67][CH2:66][O:65][CH2:64][CH2:63]1)[NH:8][C:7](=[O:13])[C:6]([CH2:14][NH:15][C:16]1[CH:23]=[CH:22][C:19]([C:20]#[N:21])=[C:18]([O:24][CH3:25])[CH:17]=1)=[CH:5]2. The catalyst class is: 1. (5) Reactant: [F:1][C:2]1[CH:3]=[CH:4][C:5]([O:26][CH:27]([CH3:29])[CH3:28])=[C:6]([N:8]2[CH2:13][CH2:12][N:11]([CH2:14][CH2:15][CH2:16][N:17]3[C:21](=[O:22])[C:20]([CH3:23])=[C:19]([CH3:24])[C:18]3=[O:25])[CH2:10][CH2:9]2)[CH:7]=1. Product: [F:1][C:2]1[CH:3]=[CH:4][C:5]([O:26][CH:27]([CH3:29])[CH3:28])=[C:6]([N:8]2[CH2:9][CH2:10][N:11]([CH2:14][CH2:15][CH2:16][N:17]3[C:21](=[O:22])[CH:20]([CH3:23])[CH:19]([CH3:24])[C:18]3=[O:25])[CH2:12][CH2:13]2)[CH:7]=1. The catalyst class is: 129. (6) Reactant: C(N(CC)CC)C.Cl[C:9]1[CH:16]=[CH:15][C:12]([C:13]#[N:14])=[CH:11][N:10]=1.[CH3:17][C@@H:18]1[CH2:23][NH:22][CH2:21][CH2:20][NH:19]1.Cl.C(N(CC)CC)C. Product: [CH3:17][C@H:18]1[NH:19][CH2:20][CH2:21][N:22]([C:9]2[CH:16]=[CH:15][C:12]([C:13]#[N:14])=[CH:11][N:10]=2)[CH2:23]1. The catalyst class is: 173. (7) Reactant: [NH2:1][N:2]1[CH2:7][CH2:6][O:5][CH2:4][CH2:3]1.C(N(CC)CC)C.[CH2:15]([S:19](Cl)(=[O:21])=[O:20])[CH2:16][CH2:17][CH3:18]. Product: [CH2:15]([S:19]([NH:1][N:2]1[CH2:7][CH2:6][O:5][CH2:4][CH2:3]1)(=[O:21])=[O:20])[CH2:16][CH2:17][CH3:18]. The catalyst class is: 2.